From a dataset of NCI-60 drug combinations with 297,098 pairs across 59 cell lines. Regression. Given two drug SMILES strings and cell line genomic features, predict the synergy score measuring deviation from expected non-interaction effect. Cell line: OVCAR-5. Drug 1: CN(C)C1=NC(=NC(=N1)N(C)C)N(C)C. Drug 2: N.N.Cl[Pt+2]Cl. Synergy scores: CSS=-1.56, Synergy_ZIP=2.01, Synergy_Bliss=1.56, Synergy_Loewe=-3.47, Synergy_HSA=-2.64.